This data is from Full USPTO retrosynthesis dataset with 1.9M reactions from patents (1976-2016). The task is: Predict the reactants needed to synthesize the given product. (1) Given the product [CH3:19][C:20]1([CH3:27])[C:24]([CH3:26])([CH3:25])[O:23][B:22](/[CH:9]=[CH:8]/[C:10]2[CH:15]=[CH:14][C:13]([CH:16]([CH3:18])[CH3:17])=[CH:12][CH:11]=2)[O:21]1, predict the reactants needed to synthesize it. The reactants are: C(N(CC)CC)C.[C:8]([C:10]1[CH:15]=[CH:14][C:13]([CH:16]([CH3:18])[CH3:17])=[CH:12][CH:11]=1)#[CH:9].[CH3:19][C:20]1([CH3:27])[C:24]([CH3:26])([CH3:25])[O:23][BH:22][O:21]1. (2) The reactants are: C[O:2][C:3](=[O:29])[CH2:4][CH2:5][C@H:6]([C@@H:8]1[C@:25]2([CH3:26])[C@H:11]([C@H:12]3[C@H:22]([CH2:23][CH2:24]2)[C@:20]2([CH3:21])[C@@H:15]([CH2:16][C@H:17]([OH:27])[CH2:18][CH2:19]2)[CH2:14][C:13]3=[O:28])[CH2:10][CH2:9]1)[CH3:7].[Li+].[OH-].Cl. Given the product [OH:27][C@@H:17]1[CH2:18][CH2:19][C@@:20]2([CH3:21])[C@H:15]([CH2:14][C:13](=[O:28])[C@@H:12]3[C@@H:22]2[CH2:23][CH2:24][C@@:25]2([CH3:26])[C@H:11]3[CH2:10][CH2:9][C@@H:8]2[C@H:6]([CH3:7])[CH2:5][CH2:4][C:3]([OH:29])=[O:2])[CH2:16]1, predict the reactants needed to synthesize it. (3) Given the product [C:33]([O:32][C:30](=[O:37])[NH:31][C:3]1[CH:4]=[C:5]2[C:10](=[CH:11][C:2]=1[F:1])[C:9](=[O:12])[N:8]([C:13]1[CH:14]=[CH:15][C:16]([N+:19]([O-:21])=[O:20])=[CH:17][CH:18]=1)[CH:7]=[CH:6]2)([CH3:36])([CH3:35])[CH3:34], predict the reactants needed to synthesize it. The reactants are: [F:1][C:2]1[CH:11]=[C:10]2[C:5]([CH:6]=[CH:7][N:8]([C:13]3[CH:18]=[CH:17][C:16]([N+:19]([O-:21])=[O:20])=[CH:15][CH:14]=3)[C:9]2=[O:12])=[CH:4][C:3]=1OS(C(F)(F)F)(=O)=O.[C:30](=[O:37])([O:32][C:33]([CH3:36])([CH3:35])[CH3:34])[NH2:31].C(=O)([O-])[O-].[Cs+].[Cs+].CC1(C)C2C=CC=C(P(C3C=CC=CC=3)C3C=CC=CC=3)C=2OC2C1=CC=CC=2P(C1C=CC=CC=1)C1C=CC=CC=1. (4) Given the product [NH2:1][C:2]1[C:11]([F:12])=[C:10]([NH:13][CH2:14][CH2:15][NH:16][C:17]2[CH:22]=[CH:21][C:20]([C:23]([O:25][CH2:26][CH3:27])=[O:24])=[CH:19][N:18]=2)[C:9]([O:28][CH3:29])=[C:8]2[C:3]=1[C:4](=[O:36])[CH:5]=[CH:6][N:7]2[CH:30]1[CH2:32][CH2:31]1, predict the reactants needed to synthesize it. The reactants are: [NH2:1][C:2]1[C:11]([F:12])=[C:10]([NH:13][CH2:14][CH2:15][NH:16][C:17]2[CH:22]=[CH:21][C:20]([C:23]([O:25][CH2:26][CH3:27])=[O:24])=[CH:19][N:18]=2)[C:9]([O:28][CH3:29])=[C:8]2[C:3]=1[C:4](=[O:36])[C:5](C(O)=O)=[CH:6][N:7]2[CH:30]1[CH2:32][CH2:31]1.[C-]#N.[Na+].O. (5) Given the product [CH:24]1([NH:29][C:30]([NH:21][C:20]2[CH:22]=[CH:23][C:17]([C:5]3[C:6]([C:8]4[CH:13]=[CH:12][N:11]=[C:10]5[NH:14][CH:15]=[CH:16][C:9]=45)=[CH:7][N:3]([CH2:1][CH3:2])[N:4]=3)=[CH:18][CH:19]=2)=[O:31])[CH2:28][CH2:27][CH2:26][CH2:25]1, predict the reactants needed to synthesize it. The reactants are: [CH2:1]([N:3]1[CH:7]=[C:6]([C:8]2[CH:13]=[CH:12][N:11]=[C:10]3[NH:14][CH:15]=[CH:16][C:9]=23)[C:5]([C:17]2[CH:23]=[CH:22][C:20]([NH2:21])=[CH:19][CH:18]=2)=[N:4]1)[CH3:2].[CH:24]1([N:29]=[C:30]=[O:31])[CH2:28][CH2:27][CH2:26][CH2:25]1. (6) Given the product [F:51][C:43]1[CH:42]=[C:41]([CH2:40][CH2:39][C:28]2[CH:29]=[C:30]([OH:31])[C:25](=[O:24])[NH:26][N:27]=2)[CH:46]=[CH:45][C:44]=1[C:47]([F:50])([F:48])[F:49], predict the reactants needed to synthesize it. The reactants are: OC1C(=O)NN=C(CCC2C=CC=CC=2)C=1.C([O:24][C:25]1[N:26]=[N:27][C:28](/[CH:39]=[CH:40]/[C:41]2[CH:46]=[CH:45][C:44]([C:47]([F:50])([F:49])[F:48])=[C:43]([F:51])[CH:42]=2)=[CH:29][C:30]=1[O:31]CC1C=CC=CC=1)C1C=CC=CC=1. (7) The reactants are: [CH3:1][N:2]1[C:6]2[CH:7]=[CH:8][C:9]([C:11]([OH:13])=O)=[CH:10][C:5]=2[N:4]=[CH:3]1.CCN=C=NCCCN(C)C.C1C=CC2N(O)N=NC=2C=1.Cl.[CH3:36][O:37][NH:38][CH3:39].CCN(CC)CC. Given the product [CH3:36][O:37][N:38]([CH3:39])[C:11]([C:9]1[CH:8]=[CH:7][C:6]2[N:2]([CH3:1])[CH:3]=[N:4][C:5]=2[CH:10]=1)=[O:13], predict the reactants needed to synthesize it.